From a dataset of Full USPTO retrosynthesis dataset with 1.9M reactions from patents (1976-2016). Predict the reactants needed to synthesize the given product. Given the product [CH2:1]([CH:3]1[N:8]([CH2:16][CH3:17])[C:7]2[CH:9]=[CH:10][C:11]([N+:13]([O-:15])=[O:14])=[CH:12][C:6]=2[O:5][CH2:4]1)[CH3:2], predict the reactants needed to synthesize it. The reactants are: [CH2:1]([CH:3]1[NH:8][C:7]2[CH:9]=[CH:10][C:11]([N+:13]([O-:15])=[O:14])=[CH:12][C:6]=2[O:5][CH2:4]1)[CH3:2].[CH:16](=O)[CH3:17].[BH3-]C#N.[Na+].